This data is from Forward reaction prediction with 1.9M reactions from USPTO patents (1976-2016). The task is: Predict the product of the given reaction. (1) The product is: [CH:12]1[CH:13]=[CH:14][C:15](=[O:16])/[C:10](=[CH:9]/[NH:8][CH2:7][CH2:6][NH:5]/[CH:4]=[C:3]2/[CH:2]=[CH:1][CH:20]=[CH:19][C:17]/2=[O:18])/[CH:11]=1.[Zn:21]. Given the reactants [CH:1]1[CH:20]=[CH:19][C:17](=[O:18])/[C:3](=[CH:4]/[NH:5][CH2:6][CH2:7][NH:8]/[CH:9]=[C:10]2/[CH:11]=[CH:12][CH:13]=[CH:14][C:15]/2=[O:16])/[CH:2]=1.[Zn:21](CC)CC, predict the reaction product. (2) Given the reactants CC1(C)C(C)(C)OB([C:9]2[CH:10]=[C:11]3[C:15](=[CH:16][CH:17]=2)[CH2:14][C@H:13]([NH:18][S:19]([CH:22]([CH3:24])[CH3:23])(=[O:21])=[O:20])[CH2:12]3)O1.[OH:26]O, predict the reaction product. The product is: [OH:26][C:9]1[CH:10]=[C:11]2[C:15](=[CH:16][CH:17]=1)[CH2:14][C@H:13]([NH:18][S:19]([CH:22]([CH3:24])[CH3:23])(=[O:21])=[O:20])[CH2:12]2. (3) Given the reactants [CH3:1][O:2][CH2:3][CH2:4][CH2:5][O:6][C:7]1[CH:36]=[CH:35][CH:34]=[CH:33][C:8]=1[C:9]([NH:11][CH2:12][C@H:13]([CH:30]([CH3:32])[CH3:31])[CH2:14][C@H:15]1[CH2:19][O:18][C:17](C)(C)[N:16]1NC(OC(C)(C)C)=O)=[O:10].[OH2:37].[C:38]1([CH3:48])[CH:43]=CC(S(O)(=O)=O)=C[CH:39]=1.C[OH:50], predict the reaction product. The product is: [OH:18][CH2:19][C@@H:15]([NH:16][C:17](=[O:50])[O:37][C:38]([CH3:48])([CH3:43])[CH3:39])[CH2:14][C@H:13]([CH2:12][NH:11][C:9](=[O:10])[C:8]1[CH:33]=[CH:34][CH:35]=[CH:36][C:7]=1[O:6][CH2:5][CH2:4][CH2:3][O:2][CH3:1])[CH:30]([CH3:31])[CH3:32]. (4) Given the reactants C(N1C=CN=C1)(N1C=CN=C1)=O.[NH2:13][C:14]1[C:22]([Cl:23])=[CH:21][C:17]([C:18]([OH:20])=O)=[C:16]([O:24][CH3:25])[CH:15]=1.[C:26]([O:30][C:31]([N:33]1[CH2:38][CH2:37][CH:36]([CH2:39][NH2:40])[CH2:35][CH2:34]1)=[O:32])([CH3:29])([CH3:28])[CH3:27], predict the reaction product. The product is: [C:26]([O:30][C:31]([N:33]1[CH2:38][CH2:37][CH:36]([CH2:39][NH:40][C:18]([C:17]2[CH:21]=[C:22]([Cl:23])[C:14]([NH2:13])=[CH:15][C:16]=2[O:24][CH3:25])=[O:20])[CH2:35][CH2:34]1)=[O:32])([CH3:29])([CH3:28])[CH3:27]. (5) Given the reactants [CH2:1]([N:8]1[CH:12]=[C:11]([C:13]2[S:14][C:15]([C:19]([O:21]CC)=[O:20])=[C:16]([CH3:18])[N:17]=2)[N:10]=[N:9]1)[C:2]1[CH:7]=[CH:6][CH:5]=CC=1.C1(CCN2C=C(C3SC(C(OCC)=O)=C(C)N=3)N=N2)CC1, predict the reaction product. The product is: [CH:7]1([CH2:2][CH2:1][N:8]2[CH:12]=[C:11]([C:13]3[S:14][C:15]([C:19]([OH:21])=[O:20])=[C:16]([CH3:18])[N:17]=3)[N:10]=[N:9]2)[CH2:6][CH2:5]1. (6) Given the reactants [F:1][C:2]1[CH:7]=[CH:6][C:5]([C:8](=O)[C:9]([F:12])([F:11])[F:10])=[CH:4][CH:3]=1.[C:14]([O:18][C:19](=[O:27])[CH2:20]OP(OC)OC)([CH3:17])([CH3:16])[CH3:15].CN(C)C(=N)N(C)C, predict the reaction product. The product is: [C:14]([O:18][C:19](=[O:27])[CH:20]=[C:8]([C:5]1[CH:6]=[CH:7][C:2]([F:1])=[CH:3][CH:4]=1)[C:9]([F:12])([F:11])[F:10])([CH3:17])([CH3:16])[CH3:15]. (7) Given the reactants [CH3:1][NH:2][CH2:3][CH:4]1[N:9]2[N:10]=[C:11]([C:15]3[CH:20]=[CH:19][C:18]([O:21][C:22]4[CH:27]=[CH:26][CH:25]=[CH:24][CH:23]=4)=[CH:17][CH:16]=3)[C:12]([C:13]#[N:14])=[C:8]2[NH:7][CH2:6][CH2:5]1.CS(C)=[O:30].[OH-].[Na+].OO, predict the reaction product. The product is: [CH3:1][NH:2][CH2:3][CH:4]1[N:9]2[N:10]=[C:11]([C:15]3[CH:20]=[CH:19][C:18]([O:21][C:22]4[CH:27]=[CH:26][CH:25]=[CH:24][CH:23]=4)=[CH:17][CH:16]=3)[C:12]([C:13]([NH2:14])=[O:30])=[C:8]2[NH:7][CH2:6][CH2:5]1. (8) Given the reactants Cl[CH:2]([C:12]1[CH:17]=[C:16]([CH:18]2[C@H:23]([O:24][CH2:25][C:26]3[CH:31]=[CH:30][CH:29]=[CH:28][CH:27]=3)[C@@H:22]([O:32][CH2:33][C:34]3[CH:39]=[CH:38][CH:37]=[CH:36][CH:35]=3)[C@H:21]([O:40][CH2:41][C:42]3[CH:47]=[CH:46][CH:45]=[CH:44][CH:43]=3)[C@@H:20]([CH2:48][O:49][CH2:50][C:51]3[CH:56]=[CH:55][CH:54]=[CH:53][CH:52]=3)[O:19]2)[CH:15]=[CH:14][C:13]=1[Cl:57])[C:3]1[N:4]=[N:5][C:6]([O:9][CH2:10][CH3:11])=[CH:7][CH:8]=1.CC(N=NC(C#N)(C)C)(C#N)C.C([SnH](CCCC)CCCC)CCC, predict the reaction product. The product is: [Cl:57][C:13]1[CH:14]=[CH:15][C:16]([CH:18]2[C@H:23]([O:24][CH2:25][C:26]3[CH:31]=[CH:30][CH:29]=[CH:28][CH:27]=3)[C@@H:22]([O:32][CH2:33][C:34]3[CH:39]=[CH:38][CH:37]=[CH:36][CH:35]=3)[C@H:21]([O:40][CH2:41][C:42]3[CH:43]=[CH:44][CH:45]=[CH:46][CH:47]=3)[C@@H:20]([CH2:48][O:49][CH2:50][C:51]3[CH:52]=[CH:53][CH:54]=[CH:55][CH:56]=3)[O:19]2)=[CH:17][C:12]=1[CH2:2][C:3]1[N:4]=[N:5][C:6]([O:9][CH2:10][CH3:11])=[CH:7][CH:8]=1. (9) The product is: [C:1]1([S:7]([NH:12][NH2:13])(=[O:9])=[O:8])[CH:6]=[CH:5][CH:4]=[CH:3][CH:2]=1. Given the reactants [C:1]1([S:7](Cl)(=[O:9])=[O:8])[CH:6]=[CH:5][CH:4]=[CH:3][CH:2]=1.O.[NH2:12][NH2:13], predict the reaction product. (10) Given the reactants Cl[C:2]1[C:11]2[C:6](=[CH:7][CH:8]=[C:9]([F:12])[CH:10]=2)[N:5]=[CH:4][C:3]=1[N+:13]([O-:15])=[O:14].[F:16][C:17]1[CH:23]=[CH:22][CH:21]=[CH:20][C:18]=1[NH2:19].O, predict the reaction product. The product is: [F:12][C:9]1[CH:10]=[C:11]2[C:6](=[CH:7][CH:8]=1)[N:5]=[CH:4][C:3]([N+:13]([O-:15])=[O:14])=[C:2]2[NH:19][C:18]1[CH:20]=[CH:21][CH:22]=[CH:23][C:17]=1[F:16].